Dataset: Full USPTO retrosynthesis dataset with 1.9M reactions from patents (1976-2016). Task: Predict the reactants needed to synthesize the given product. (1) Given the product [OH:2][CH2:3][CH2:4][CH2:5][CH2:6][C:7]1([CH2:13][C:14]([N:16]([CH3:17])[CH3:18])=[O:15])[CH2:12][CH2:11][CH2:10][CH:9]=[CH:8]1, predict the reactants needed to synthesize it. The reactants are: C[O:2][CH2:3][CH2:4][CH2:5][CH2:6][C:7]1([CH2:13][C:14]([N:16]([CH3:18])[CH3:17])=[O:15])[CH2:12][CH2:11][CH2:10][CH:9]=[CH:8]1.N[C@H](C(O)=O)CC1C=C2C(C=CC=C2)=CC=1.C1OCCOCCOCCOCCOC1.B(Br)(Br)Br.C([O-])(O)=O.[Na+]. (2) The reactants are: [CH3:1][CH2:2][N:3]([CH2:6][C:7]#[C:8][CH2:9][O:10][C:11]([C:13]([OH:26])([CH:20]1[CH2:25][CH2:24][CH2:23][CH2:22][CH2:21]1)[C:14]1[CH:15]=[CH:16][CH:17]=[CH:18][CH:19]=1)=[O:12])[CH2:4][CH3:5].Cl.O.CCCCCCC.[OH-].[Na+]. Given the product [CH3:1][CH2:2][N:3]([CH2:6][C:7]#[C:8][CH2:9][O:10][C:11]([C:13]([OH:26])([CH:20]1[CH2:21][CH2:22][CH2:23][CH2:24][CH2:25]1)[C:14]1[CH:15]=[CH:16][CH:17]=[CH:18][CH:19]=1)=[O:12])[CH2:4][CH3:5], predict the reactants needed to synthesize it. (3) Given the product [NH2:18][C:15]1[CH:16]=[CH:17][C:12]([C:11]([NH:22][CH:23]2[CH2:28][CH2:27][N:26]([CH2:29][CH3:30])[CH2:25][CH2:24]2)=[O:21])=[CH:13][C:14]=1[O:19][CH3:20], predict the reactants needed to synthesize it. The reactants are: N1(O[C:11](=[O:21])[C:12]2[CH:17]=[CH:16][C:15]([NH2:18])=[C:14]([O:19][CH3:20])[CH:13]=2)C2C=CC=CC=2N=N1.[NH2:22][CH:23]1[CH2:28][CH2:27][N:26]([CH2:29][CH3:30])[CH2:25][CH2:24]1.C(N(CC)CC)C. (4) Given the product [NH2:8][C@H:9]1[CH2:14][CH2:13][C@H:12]([NH:15][C:16](=[O:22])[O:17][C:18]([CH3:20])([CH3:19])[CH3:21])[C@@H:11]([CH3:23])[CH2:10]1.[NH2:38][C@@H:39]1[CH2:44][CH2:43][C@@H:42]([NH:45][C:46](=[O:52])[O:47][C:48]([CH3:50])([CH3:49])[CH3:51])[C@H:41]([CH3:53])[CH2:40]1, predict the reactants needed to synthesize it. The reactants are: C([N:8](CC1C=CC=CC=1)[C@H:9]1[CH2:14][CH2:13][C@H:12]([NH:15][C:16](=[O:22])[O:17][C:18]([CH3:21])([CH3:20])[CH3:19])[C@@H:11]([CH3:23])[CH2:10]1)C1C=CC=CC=1.C([N:38](CC1C=CC=CC=1)[C@@H:39]1[CH2:44][CH2:43][C@@H:42]([NH:45][C:46](=[O:52])[O:47][C:48]([CH3:51])([CH3:50])[CH3:49])[C@H:41]([CH3:53])[CH2:40]1)C1C=CC=CC=1. (5) Given the product [Cl:13][C:14]1[CH:15]=[CH:16][C:17]([C:20]2[CH:25]=[CH:24][C:23]([C:26](=[O:32])[CH:27]([F:43])[CH2:28][C:29]([OH:31])=[O:30])=[CH:22][CH:21]=2)=[CH:18][CH:19]=1, predict the reactants needed to synthesize it. The reactants are: C(NC(C)C)(C)C.C([Li])CCC.[Cl:13][C:14]1[CH:19]=[CH:18][C:17]([C:20]2[CH:25]=[CH:24][C:23]([C:26](=[O:32])[CH2:27][CH2:28][C:29]([OH:31])=[O:30])=[CH:22][CH:21]=2)=[CH:16][CH:15]=1.C1C=CC(S(N(S(C2C=CC=CC=2)(=O)=O)[F:43])(=O)=O)=CC=1.Cl. (6) The reactants are: Br[C:2]1[CH:3]=[CH:4][C:5]([N:8]2[CH2:12][CH2:11][C@H:10]([NH:13][CH2:14][C:15]3[CH:20]=[CH:19][C:18]([Cl:21])=[CH:17][C:16]=3[Cl:22])[CH2:9]2)=[N:6][CH:7]=1.[C:23]1(B(O)O)[CH:28]=[CH:27][CH:26]=[CH:25][CH:24]=1.C(=O)([O-])[O-].[Na+].[Na+].COCCOC. Given the product [CH3:14][CH:15]([CH2:16][CH2:17][CH3:18])[CH3:20].[Cl:22][C:16]1[CH:17]=[C:18]([Cl:21])[CH:19]=[CH:20][C:15]=1[CH2:14][NH:13][C@H:10]1[CH2:11][CH2:12][N:8]([C:5]2[CH:4]=[CH:3][C:2]([C:23]3[CH:28]=[CH:27][CH:26]=[CH:25][CH:24]=3)=[CH:7][N:6]=2)[CH2:9]1, predict the reactants needed to synthesize it. (7) Given the product [C:29]([NH:28][CH2:27][C:26]1[CH:25]=[C:24]([NH:23][C:20]([C:17]2[CH:18]=[CH:19][C:14]([C:3]3[CH:4]=[C:5]([C:8]4[O:9][C:10]([CH3:13])=[N:11][N:12]=4)[CH:6]=[CH:7][C:2]=3[CH3:1])=[CH:15][CH:16]=2)=[O:21])[CH:34]=[CH:33][CH:32]=1)(=[O:31])[CH3:30], predict the reactants needed to synthesize it. The reactants are: [CH3:1][C:2]1[CH:7]=[CH:6][C:5]([C:8]2[O:9][C:10]([CH3:13])=[N:11][N:12]=2)=[CH:4][C:3]=1[C:14]1[CH:19]=[CH:18][C:17]([C:20](O)=[O:21])=[CH:16][CH:15]=1.[NH2:23][C:24]1[CH:25]=[C:26]([CH:32]=[CH:33][CH:34]=1)[CH2:27][NH:28][C:29](=[O:31])[CH3:30].